From a dataset of Full USPTO retrosynthesis dataset with 1.9M reactions from patents (1976-2016). Predict the reactants needed to synthesize the given product. Given the product [CH3:9][CH:10]1[CH2:15][CH2:14][CH2:13][CH2:12][N:11]1[C:2]1[N:7]=[C:6]([NH2:8])[CH:5]=[CH:4][CH:3]=1, predict the reactants needed to synthesize it. The reactants are: F[C:2]1[N:7]=[C:6]([NH2:8])[CH:5]=[CH:4][CH:3]=1.[CH3:9][CH:10]1[CH2:15][CH2:14][CH2:13][CH2:12][NH:11]1.